From a dataset of Forward reaction prediction with 1.9M reactions from USPTO patents (1976-2016). Predict the product of the given reaction. (1) Given the reactants [Cl:1][C:2]1[CH:3]=[C:4]([NH:16][C:17]2[C:18]3[N:25]([CH2:26][CH2:27][NH:28]C(=O)OC(C)(C)C)[CH:24]=[CH:23][C:19]=3[N:20]=[CH:21][N:22]=2)[CH:5]=[CH:6][C:7]=1[O:8][C:9]1[CH:10]=[N:11][C:12]([CH3:15])=[CH:13][CH:14]=1, predict the reaction product. The product is: [ClH:1].[ClH:1].[ClH:1].[NH2:28][CH2:27][CH2:26][N:25]1[C:18]2[C:17]([NH:16][C:4]3[CH:5]=[CH:6][C:7]([O:8][C:9]4[CH:10]=[N:11][C:12]([CH3:15])=[CH:13][CH:14]=4)=[C:2]([Cl:1])[CH:3]=3)=[N:22][CH:21]=[N:20][C:19]=2[CH:23]=[CH:24]1. (2) The product is: [F:27][C:2]([F:1])([F:26])[C:3]1[CH:4]=[CH:5][C:6]([O:9][C:10]2[CH:11]=[CH:12][C:13]([O:16][C:17]([N:19]3[CH2:20][CH2:21][CH:22]([O:25][C:41]4[CH:40]=[CH:39][C:38]([C:35]5[CH:36]=[CH:37][C:32]([C:30]([O:29][CH3:28])=[O:31])=[CH:33][CH:34]=5)=[CH:43][CH:42]=4)[CH2:23][CH2:24]3)=[O:18])=[CH:14][CH:15]=2)=[N:7][CH:8]=1. Given the reactants [F:1][C:2]([F:27])([F:26])[C:3]1[CH:4]=[CH:5][C:6]([O:9][C:10]2[CH:15]=[CH:14][C:13]([O:16][C:17]([N:19]3[CH2:24][CH2:23][CH:22]([OH:25])[CH2:21][CH2:20]3)=[O:18])=[CH:12][CH:11]=2)=[N:7][CH:8]=1.[CH3:28][O:29][C:30]([C:32]1[CH:37]=[CH:36][C:35]([C:38]2[CH:43]=[CH:42][C:41](O)=[CH:40][CH:39]=2)=[CH:34][CH:33]=1)=[O:31], predict the reaction product. (3) Given the reactants Br[C:2]1[CH:3]=[CH:4][C:5]([O:10][CH2:11][CH:12]2[CH2:17][CH2:16][N:15]([CH2:18][C:19]([F:22])([CH3:21])[CH3:20])[CH2:14][CH2:13]2)=[C:6]([CH:9]=1)[C:7]#[N:8].[CH3:23][O:24][C:25]([C:27]1[CH:32]=[CH:31][C:30](B(O)O)=[CH:29][CH:28]=1)=[O:26].C([O-])([O-])=O.[Cs+].[Cs+], predict the reaction product. The product is: [C:7]([C:6]1[CH:9]=[C:2]([C:30]2[CH:31]=[CH:32][C:27]([C:25]([O:24][CH3:23])=[O:26])=[CH:28][CH:29]=2)[CH:3]=[CH:4][C:5]=1[O:10][CH2:11][CH:12]1[CH2:17][CH2:16][N:15]([CH2:18][C:19]([F:22])([CH3:21])[CH3:20])[CH2:14][CH2:13]1)#[N:8]. (4) Given the reactants [C:1]([Mg]Br)#[C:2][CH3:3].[CH3:6][C:7]1([CH3:31])[O:12][C:11](=[O:13])[C:10](=[CH:14][C:15]2[CH:20]=[CH:19][C:18]([S:21][CH2:22][C:23]3[CH:28]=[CH:27][CH:26]=[CH:25][C:24]=3[CH3:29])=[CH:17][CH:16]=2)[C:9](=[O:30])[O:8]1.[NH4+].[Cl-], predict the reaction product. The product is: [CH3:6][C:7]1([CH3:31])[O:12][C:11](=[O:13])[CH:10]([CH:14]([C:15]2[CH:16]=[CH:17][C:18]([S:21][CH2:22][C:23]3[CH:28]=[CH:27][CH:26]=[CH:25][C:24]=3[CH3:29])=[CH:19][CH:20]=2)[C:1]#[C:2][CH3:3])[C:9](=[O:30])[O:8]1. (5) Given the reactants C([O:3][CH:4](OCC)[CH2:5][CH2:6][CH2:7][NH:8][S:9]([C:12]1[C:21]2[C:16](=[C:17]([N:22]([CH3:24])[CH3:23])[CH:18]=[CH:19][CH:20]=2)[CH:15]=[CH:14][CH:13]=1)(=[O:11])=[O:10])C.O=CCNS(C1C2C(=C(N(C)C)C=CC=2)C=CC=1)(=O)=O.COC(OC)CNS(C1C2C(=C(N(C)C)C=CC=2)C=CC=1)(=O)=O, predict the reaction product. The product is: [O:3]=[CH:4][CH2:5][CH2:6][CH2:7][NH:8][S:9]([C:12]1[C:21]2[C:16](=[C:17]([N:22]([CH3:24])[CH3:23])[CH:18]=[CH:19][CH:20]=2)[CH:15]=[CH:14][CH:13]=1)(=[O:11])=[O:10]. (6) The product is: [SH:2][C:5]1[CH:6]=[C:7]([CH:11]=[CH:12][CH:13]=1)[C:8]([OH:10])=[O:9]. Given the reactants Cl[S:2]([C:5]1[CH:6]=[C:7]([CH:11]=[CH:12][CH:13]=1)[C:8]([OH:10])=[O:9])(=O)=O.II.O.[Cl-].[Na+], predict the reaction product. (7) Given the reactants C([O:3][C:4]([C:6]1[NH:7][C:8]2[C:13]([CH:14]=1)=[C:12]([CH3:15])[C:11]([O:16][C:17]1[CH:22]=[CH:21][C:20]([OH:23])=[C:19]([C:24](=[O:31])[N:25]([CH:27]3[CH2:30][CH2:29][CH2:28]3)[CH3:26])[CH:18]=1)=[C:10]([CH3:32])[CH:9]=2)=[O:5])C.[OH-].[K+], predict the reaction product. The product is: [CH:27]1([N:25]([CH3:26])[C:24]([C:19]2[CH:18]=[C:17]([CH:22]=[CH:21][C:20]=2[OH:23])[O:16][C:11]2[C:12]([CH3:15])=[C:13]3[C:8](=[CH:9][C:10]=2[CH3:32])[NH:7][C:6]([C:4]([OH:5])=[O:3])=[CH:14]3)=[O:31])[CH2:28][CH2:29][CH2:30]1.